From a dataset of Reaction yield outcomes from USPTO patents with 853,638 reactions. Predict the reaction yield, written as a fraction of the theoretical maximum amount of product (1.0 means a 100% yield; for example, 0.34 means a 34% yield). (1) The reactants are [OH:1][C:2]1[CH:17]=[C:16]([CH3:18])[C:5]([C:6]([NH:8][CH:9]2[CH2:14][CH2:13][CH2:12][CH2:11][CH:10]2[CH3:15])=[O:7])=[C:4]([CH3:19])[CH:3]=1.[OH-].[K+].[CH2:22](I)[CH2:23][CH3:24]. The catalyst is CCO. The product is [CH3:18][C:16]1[CH:17]=[C:2]([O:1][CH2:22][CH2:23][CH3:24])[CH:3]=[C:4]([CH3:19])[C:5]=1[C:6]([NH:8][CH:9]1[CH2:14][CH2:13][CH2:12][CH2:11][CH:10]1[CH3:15])=[O:7]. The yield is 0.570. (2) The reactants are [OH:1][CH:2]1[CH2:5][N:4]([C:6]2[S:7][CH:8]=[C:9]([CH2:11][N:12]3[C:16](=[O:17])[CH2:15][CH2:14][C:13]3=[O:18])[N:10]=2)[CH2:3]1.[CH3:19][S:20](Cl)(=[O:22])=[O:21].C(N(CC)CC)C. The product is [CH3:19][S:20]([O:1][CH:2]1[CH2:5][N:4]([C:6]2[S:7][CH:8]=[C:9]([CH2:11][N:12]3[C:16](=[O:17])[CH2:15][CH2:14][C:13]3=[O:18])[N:10]=2)[CH2:3]1)(=[O:22])=[O:21]. The yield is 0.870. The catalyst is C(Cl)Cl. (3) The reactants are COC1OCC(C[O:10][C:11]2[CH:16]=[CH:15][N:14]=[C:13]([CH2:17][S:18]([C:20]3[NH:24][C:23]4[CH:25]=[CH:26][CH:27]=[CH:28][C:22]=4[N:21]=3)=[O:19])[C:12]=2[CH3:29])CO1.[Na:30].COC1OCC(COC2C=CN=C(CS(C3NC4C=CC=CC=4N=3)=O)C=2C)CO1.[CH3:60][C:61]1([CH3:68])[O:66][CH2:65][CH:64](O)[CH2:63][O:62]1. No catalyst specified. The product is [Na:30].[CH3:60][C:61]1([CH3:68])[O:66][CH2:65][CH:64]([O:10][C:11]2[CH:16]=[CH:15][N:14]=[C:13]([CH2:17][S:18]([C:20]3[NH:21][C:22]4[CH:28]=[CH:27][CH:26]=[CH:25][C:23]=4[N:24]=3)=[O:19])[C:12]=2[CH3:29])[CH2:63][O:62]1. The yield is 0.180. (4) The reactants are F[C:2]1[CH:3]=[N:4][CH:5]=[CH:6][C:7]=1[CH:8]=O.CN(C)C=O.C(=O)([O-])[O-].[K+].[K+].[SH:21][CH2:22][C:23]([O:25][CH3:26])=[O:24]. The catalyst is O. The product is [S:21]1[C:2]2=[CH:3][N:4]=[CH:5][CH:6]=[C:7]2[CH:8]=[C:22]1[C:23]([O:25][CH3:26])=[O:24]. The yield is 0.820. (5) The reactants are F[C:2]1[CH:7]=[CH:6][C:5]([N+:8]([O-:10])=[O:9])=[C:4]([O:11][C:12]2[C:17]([O:18][CH3:19])=[CH:16][CH:15]=[CH:14][C:13]=2[F:20])[CH:3]=1.[CH3:21][O-:22].[Na+].O. The catalyst is CN(C=O)C. The product is [F:20][C:13]1[CH:14]=[CH:15][CH:16]=[C:17]([O:18][CH3:19])[C:12]=1[O:11][C:4]1[CH:3]=[C:2]([O:22][CH3:21])[CH:7]=[CH:6][C:5]=1[N+:8]([O-:10])=[O:9]. The yield is 0.700. (6) The reactants are [CH2:1]([S:5]([NH2:8])(=[O:7])=[O:6])[CH2:2][CH:3]=[CH2:4].[CH3:9][O:10][C:11]1[CH:18]=[CH:17][C:14]([CH2:15]Cl)=[CH:13][CH:12]=1.[C:19]([O-:22])([O-])=O.[K+].[K+].[I-].[Na+]. The catalyst is CC(=O)CC. The product is [CH3:9][O:10][C:11]1[CH:18]=[CH:17][C:14]([CH2:15][N:8]([CH2:15][C:14]2[CH:17]=[CH:18][C:11]([O:22][CH3:19])=[CH:12][CH:13]=2)[S:5]([CH2:1][CH2:2][CH:3]=[CH2:4])(=[O:7])=[O:6])=[CH:13][CH:12]=1. The yield is 0.980. (7) The reactants are [CH3:1][O:2][C@H:3]1[C@@H:9]2[O:10][CH2:11][C@@H:12]([OH:13])[C@@H:8]2[O:7][C@@H:4]1[O:5][CH3:6].N1C=CC=CC=1.[CH3:20][S:21](Cl)(=[O:23])=[O:22]. The catalyst is ClCCl. The product is [CH3:1][O:2][C@H:3]1[C@@H:9]2[O:10][CH2:11][C@H:12]([O:13][S:21]([CH3:20])(=[O:23])=[O:22])[C@@H:8]2[O:7][C@@H:4]1[O:5][CH3:6]. The yield is 0.950. (8) The reactants are [C:1]([C:5]1[C:14]2[O:13][CH2:12][CH2:11][N:10]([CH3:15])[C:9]=2[CH:8]=[C:7]([C:16](=[O:18])[CH3:17])[CH:6]=1)([CH3:4])([CH3:3])[CH3:2].[Br-:19].[Br-].[Br-].C([N+](CCCC)(CCCC)CCCC)CCC.C([N+](CCCC)(CCCC)CCCC)CCC.C([N+](CCCC)(CCCC)CCCC)CCC.[Br-].[Br-].[Br-].C([NH3+])CCC.C([NH3+])CCC.C([NH3+])CCC. The catalyst is C(O)(=O)C. The product is [Br:19][CH2:17][C:16]([C:7]1[CH:6]=[C:5]([C:1]([CH3:4])([CH3:2])[CH3:3])[C:14]2[O:13][CH2:12][CH2:11][N:10]([CH3:15])[C:9]=2[CH:8]=1)=[O:18]. The yield is 0.284.